Dataset: Catalyst prediction with 721,799 reactions and 888 catalyst types from USPTO. Task: Predict which catalyst facilitates the given reaction. Reactant: [CH2:1]([O:3][C:4]1[N:9]=[N:8][C:7]([C:10]2[CH:11]=[C:12]([NH2:17])[CH:13]=[N:14][C:15]=2[CH3:16])=[CH:6][C:5]=1[N:18]1[CH2:23][CH2:22][O:21][CH2:20][CH2:19]1)[CH3:2].[ClH:24].C(N=C=NCCCN(C)C)C.Br[CH2:37][C:38]1[CH:46]=[CH:45][C:41]([C:42](O)=[O:43])=[CH:40][C:39]=1[C:47]([F:50])([F:49])[F:48]. Product: [Cl:24][CH2:37][C:38]1[CH:46]=[CH:45][C:41]([C:42]([NH:17][C:12]2[CH:13]=[N:14][C:15]([CH3:16])=[C:10]([C:7]3[N:8]=[N:9][C:4]([O:3][CH2:1][CH3:2])=[C:5]([N:18]4[CH2:19][CH2:20][O:21][CH2:22][CH2:23]4)[CH:6]=3)[CH:11]=2)=[O:43])=[CH:40][C:39]=1[C:47]([F:50])([F:49])[F:48]. The catalyst class is: 3.